From a dataset of Reaction yield outcomes from USPTO patents with 853,638 reactions. Predict the reaction yield, written as a fraction of the theoretical maximum amount of product (1.0 means a 100% yield; for example, 0.34 means a 34% yield). (1) The reactants are [C:1](O)(=O)[CH2:2][C:3]([OH:5])=[O:4].N1[CH2:13][CH2:12][CH2:11][CH2:10][CH2:9]1.C1(C=O)CCCC1.Cl. The catalyst is N1C=CC=CC=1. The product is [CH:9]1(/[CH:1]=[CH:2]/[C:3]([OH:5])=[O:4])[CH2:13][CH2:12][CH2:11][CH2:10]1. The yield is 0.770. (2) The reactants are Br[C:2]1[CH:3]=[CH:4][C:5]([O:24][C:25]2[CH:30]=[C:29]([CH3:31])[CH:28]=[C:27]([CH3:32])[CH:26]=2)=[C:6]([S:8]([N:11]2[CH2:16][CH2:15][N:14]([C:17]([O:19][C:20]([CH3:23])([CH3:22])[CH3:21])=[O:18])[CH2:13][CH2:12]2)(=[O:10])=[O:9])[CH:7]=1.[C:33]([Cu])#[N:34]. The catalyst is CN(C=O)C.C(Cl)Cl.C1C=CC([P]([Pd]([P](C2C=CC=CC=2)(C2C=CC=CC=2)C2C=CC=CC=2)([P](C2C=CC=CC=2)(C2C=CC=CC=2)C2C=CC=CC=2)[P](C2C=CC=CC=2)(C2C=CC=CC=2)C2C=CC=CC=2)(C2C=CC=CC=2)C2C=CC=CC=2)=CC=1. The product is [C:33]([C:2]1[CH:3]=[CH:4][C:5]([O:24][C:25]2[CH:30]=[C:29]([CH3:31])[CH:28]=[C:27]([CH3:32])[CH:26]=2)=[C:6]([S:8]([N:11]2[CH2:16][CH2:15][N:14]([C:17]([O:19][C:20]([CH3:22])([CH3:21])[CH3:23])=[O:18])[CH2:13][CH2:12]2)(=[O:10])=[O:9])[CH:7]=1)#[N:34]. The yield is 0.164. (3) The reactants are Br[C:2]1[CH:7]=[CH:6][C:5]([F:8])=[CH:4][CH:3]=1.[O:9]([CH2:16][C:17]1[CH:32]=[C:20]2[C:21](=[O:31])[NH:22][C@H:23]([CH2:25][O:26][Si](C)(C)C)[CH2:24][N:19]2[N:18]=1)[C:10]1[CH:15]=[CH:14][CH:13]=[CH:12][CH:11]=1.C([O-])([O-])=O.[K+].[K+].CNCCNC. The catalyst is C1(C)C=CC=CC=1.CCOC(C)=O.[Cu]I. The product is [F:8][C:5]1[CH:6]=[CH:7][C:2]([N:22]2[C@H:23]([CH2:25][OH:26])[CH2:24][N:19]3[N:18]=[C:17]([CH2:16][O:9][C:10]4[CH:11]=[CH:12][CH:13]=[CH:14][CH:15]=4)[CH:32]=[C:20]3[C:21]2=[O:31])=[CH:3][CH:4]=1. The yield is 0.710. (4) The reactants are [ClH:1].[CH2:2]([C:5]1[N:6]=[C:7]([NH2:10])[NH:8][CH:9]=1)[C:3]#[CH:4].[CH2:11]([N:18]=[N+:19]=[N-:20])[C:12]1[CH:17]=[CH:16][CH:15]=[CH:14][CH:13]=1. No catalyst specified. The product is [ClH:1].[CH2:11]([N:18]1[CH:4]=[C:3]([CH2:2][C:5]2[N:6]=[C:7]([NH2:10])[NH:8][CH:9]=2)[N:20]=[N:19]1)[C:12]1[CH:17]=[CH:16][CH:15]=[CH:14][CH:13]=1. The yield is 0.860. (5) The reactants are [CH2:1]([O:3][C:4]1[CH:22]=[C:21]([F:23])[C:7]([CH2:8][N:9]2[CH:13]=[C:12]([N+:14]([O-])=O)[C:11]([C:17]([O:19][CH3:20])=[O:18])=[N:10]2)=[C:6]([F:24])[CH:5]=1)[CH3:2].O.NN. The catalyst is CO.[Ni]. The product is [NH2:14][C:12]1[C:11]([C:17]([O:19][CH3:20])=[O:18])=[N:10][N:9]([CH2:8][C:7]2[C:21]([F:23])=[CH:22][C:4]([O:3][CH2:1][CH3:2])=[CH:5][C:6]=2[F:24])[CH:13]=1. The yield is 0.900. (6) The reactants are [NH2:1][C:2]([C:6]1[CH:11]=[CH:10][CH:9]=[C:8]([Br:12])[CH:7]=1)([CH3:5])[CH2:3][OH:4].C(N(CC)CC)C.[Cl:20][CH2:21][C:22](Cl)=[O:23]. The catalyst is C(#N)C. The product is [Br:12][C:8]1[CH:7]=[C:6]([C:2]([NH:1][C:22](=[O:23])[CH2:21][Cl:20])([CH3:5])[CH2:3][OH:4])[CH:11]=[CH:10][CH:9]=1. The yield is 0.860. (7) The reactants are [CH3:1][C:2]1[CH:8]=[C:7]([I:9])[C:6]([CH3:10])=[CH:5][C:3]=1[NH2:4].[CH2:11](Br)[C:12]1[CH:17]=[CH:16][CH:15]=[CH:14][CH:13]=1.C(=O)([O-])[O-].[K+].[K+]. The catalyst is CCO. The product is [CH2:11]([N:4]([CH2:1][C:2]1[CH:8]=[CH:7][CH:6]=[CH:5][CH:3]=1)[C:3]1[CH:5]=[C:6]([CH3:10])[C:7]([I:9])=[CH:8][C:2]=1[CH3:1])[C:12]1[CH:17]=[CH:16][CH:15]=[CH:14][CH:13]=1. The yield is 0.830. (8) The reactants are C(=O)([O-])[O-].[K+].[K+].I[C:8]1[CH:13]=[CH:12][CH:11]=[CH:10][C:9]=1[N+:14]([O-:16])=[O:15].[Br:17][C:18]1[CH:23]=[CH:22][C:21](B(O)O)=[CH:20][CH:19]=1. The catalyst is O.COCCOC.C1C=CC([P]([Pd]([P](C2C=CC=CC=2)(C2C=CC=CC=2)C2C=CC=CC=2)([P](C2C=CC=CC=2)(C2C=CC=CC=2)C2C=CC=CC=2)[P](C2C=CC=CC=2)(C2C=CC=CC=2)C2C=CC=CC=2)(C2C=CC=CC=2)C2C=CC=CC=2)=CC=1. The product is [Br:17][C:18]1[CH:23]=[CH:22][C:21]([C:8]2[CH:13]=[CH:12][CH:11]=[CH:10][C:9]=2[N+:14]([O-:16])=[O:15])=[CH:20][CH:19]=1. The yield is 0.884.